The task is: Predict the product of the given reaction.. This data is from Forward reaction prediction with 1.9M reactions from USPTO patents (1976-2016). The product is: [C:10]([O:13][CH2:14][CH2:15][C:16]1[C:21]([N+:22]([O-:24])=[O:23])=[CH:20][CH:19]=[C:18]([NH:25][C:29](=[O:30])[C:28]([F:43])([F:27])[C:32]2[C:41]3[C:36](=[CH:37][CH:38]=[CH:39][CH:40]=3)[C:35]([F:42])=[CH:34][CH:33]=2)[C:17]=1[F:26])(=[O:12])[CH3:11]. Given the reactants CCN(C(C)C)C(C)C.[C:10]([O:13][CH2:14][CH2:15][C:16]1[C:21]([N+:22]([O-:24])=[O:23])=[CH:20][CH:19]=[C:18]([NH2:25])[C:17]=1[F:26])(=[O:12])[CH3:11].[F:27][C:28]([F:43])([C:32]1[C:41]2[C:36](=[CH:37][CH:38]=[CH:39][CH:40]=2)[C:35]([F:42])=[CH:34][CH:33]=1)[C:29](Cl)=[O:30].FC(F)(C1C2C(=CC=CC=2)C(F)=CC=1)C(O)=O.C(Cl)(=O)C(Cl)=O, predict the reaction product.